Dataset: Catalyst prediction with 721,799 reactions and 888 catalyst types from USPTO. Task: Predict which catalyst facilitates the given reaction. Product: [C:1]1([CH2:7][CH2:8][CH2:9][C:10]([NH:51][C@H:50]2[CH2:49][NH:48][C:47]2=[O:46])=[O:12])[CH:2]=[CH:3][CH:4]=[CH:5][CH:6]=1. The catalyst class is: 2. Reactant: [C:1]1([CH2:7][CH2:8][CH2:9][C:10]([OH:12])=O)[CH:6]=[CH:5][CH:4]=[CH:3][CH:2]=1.CCN(CC)CC.CN(C(ON1N=NC2C=CC=CC1=2)=[N+](C)C)C.[B-](F)(F)(F)F.C([O-])(=O)C.[O:46]=[C:47]1[C@@H:50]([NH3+:51])[CH2:49][NH:48]1.